This data is from Drug-target binding data from BindingDB using IC50 measurements. The task is: Regression. Given a target protein amino acid sequence and a drug SMILES string, predict the binding affinity score between them. We predict pIC50 (pIC50 = -log10(IC50 in M); higher means more potent). Dataset: bindingdb_ic50. (1) The compound is FC(F)(F)c1c(CCCc2ccccc2)n2c3c(cccc13)CCCC2. The target protein (Q9WVG5) has sequence MRNTVFLLGFWSVYCYFPAGSITTLRPQGSLRDEHHKPTGVPATARPSVAFNIRTSKDPEQEGCNLSLGDSKLLENCGFNMTAKTFFIIHGWTMSGMFESWLHKLVSALQMREKDANVVVVDWLPLAHQLYTDAVNNTRVVGQRVAGMLDWLQEKEEFSLGNVHLIGYSLGAHVAGYAGNFVKGTVGRITGLDPAGPMFEGVDINRRLSPDDADFVDVLHTYTLSFGLSIGIRMPVGHIDIYPNGGDFQPGCGFNDVIGSFAYGTISEMVKCEHERAVHLFVDSLVNQDKPSFAFQCTDSSRFKRGICLSCRKNRCNNIGYNAKKMRKKRNSKMYLKTRAGMPFKVYHYQLKVHMFSYNNSGDTQPTLYITLYGSNADSQNLPLEIVEKIELNATNTFLVYTEEDLGDLLKMRLTWEGVAHSWYNLWNEFRNYLSQPSNPSRELYIRRIRVKSGETQRKVTFCTQDPTKSSISPGQELWFHKCQDGWKMKNKTSPFVNLA.... The pIC50 is 5.9. (2) The small molecule is CC(C)(C)[C@H](NC(=O)C(C[C@@H]1CCc2ccccc2C1)[C@H](O)C(=O)NO)C(N)=O. The target protein (P06734) has sequence MEEGQYSEIEELPRRRCCRRGTQIVLLGLVTAALWAGLLTLLLLWHWDTTQSLKQLEERAARNVSQVSKNLESHHGDQMAQKSQSTQISQELEELRAEQQRLKSQDLELSWNLNGLQADLSSFKSQELNERNEASDLLERLREEVTKLRMELQVSSGFVCNTCPEKWINFQRKCYYFGKGTKQWVHARYACDDMEGQLVSIHSPEEQDFLTKHASHTGSWIGLRNLDLKGEFIWVDGSHVDYSNWAPGEPTSRSQGEDCVMMRGSGRWNDAFCDRKLGAWVCDRLATCTPPASEGSAESMGPDSRPDPDGRLPTPSAPLHS. The pIC50 is 7.2.